From a dataset of Catalyst prediction with 721,799 reactions and 888 catalyst types from USPTO. Predict which catalyst facilitates the given reaction. (1) Reactant: [F:1][C:2]1[CH:7]=[CH:6][C:5]([F:8])=[CH:4][C:3]=1[CH:9]([S:20]([C:23]1[CH:28]=[CH:27][C:26]([CH3:29])=[CH:25][CH:24]=1)(=[O:22])=[O:21])[C:10]1[C:11]([CH3:19])=[CH:12][C:13]([C:16]([OH:18])=O)=[N:14][CH:15]=1.[NH2:30][CH2:31][CH2:32][OH:33].Cl.C(N=C=NCCCN(C)C)C.ON1C2C=CC=CC=2N=N1.C(N(CC)CC)C. Product: [F:1][C:2]1[CH:7]=[CH:6][C:5]([F:8])=[CH:4][C:3]=1[CH:9]([S:20]([C:23]1[CH:24]=[CH:25][C:26]([CH3:29])=[CH:27][CH:28]=1)(=[O:21])=[O:22])[C:10]1[C:11]([CH3:19])=[CH:12][C:13]([C:16]([NH:30][CH2:31][CH2:32][OH:33])=[O:18])=[N:14][CH:15]=1. The catalyst class is: 34. (2) Reactant: [F:1][C:2]1[CH:7]=[CH:6][C:5]([CH:8]([CH3:12])[C:9](O)=[O:10])=[CH:4][CH:3]=1.C(Cl)(=O)C([Cl:16])=O.CN(C=O)C. Product: [F:1][C:2]1[CH:7]=[CH:6][C:5]([CH:8]([CH3:12])[C:9]([Cl:16])=[O:10])=[CH:4][CH:3]=1. The catalyst class is: 61.